From a dataset of Peptide-MHC class I binding affinity with 185,985 pairs from IEDB/IMGT. Regression. Given a peptide amino acid sequence and an MHC pseudo amino acid sequence, predict their binding affinity value. This is MHC class I binding data. (1) The peptide sequence is TIHLATAPK. The MHC is HLA-B27:05 with pseudo-sequence HLA-B27:05. The binding affinity (normalized) is 0.0847. (2) The peptide sequence is KDNSIRLSA. The MHC is HLA-B44:03 with pseudo-sequence HLA-B44:03. The binding affinity (normalized) is 0. (3) The peptide sequence is FQPQNGAFI. The MHC is H-2-Db with pseudo-sequence H-2-Db. The binding affinity (normalized) is 0.837. (4) The peptide sequence is YTLNDAPYI. The MHC is HLA-A02:12 with pseudo-sequence HLA-A02:12. The binding affinity (normalized) is 0.872.